Dataset: NCI-60 drug combinations with 297,098 pairs across 59 cell lines. Task: Regression. Given two drug SMILES strings and cell line genomic features, predict the synergy score measuring deviation from expected non-interaction effect. (1) Drug 1: CC1C(C(CC(O1)OC2CC(CC3=C2C(=C4C(=C3O)C(=O)C5=C(C4=O)C(=CC=C5)OC)O)(C(=O)C)O)N)O.Cl. Drug 2: C1CC(=O)NC(=O)C1N2C(=O)C3=CC=CC=C3C2=O. Cell line: IGROV1. Synergy scores: CSS=25.0, Synergy_ZIP=-2.26, Synergy_Bliss=0.958, Synergy_Loewe=-38.4, Synergy_HSA=0.676. (2) Drug 1: CN1C2=C(C=C(C=C2)N(CCCl)CCCl)N=C1CCCC(=O)O.Cl. Drug 2: CN(C(=O)NC(C=O)C(C(C(CO)O)O)O)N=O. Cell line: SNB-19. Synergy scores: CSS=2.70, Synergy_ZIP=-0.544, Synergy_Bliss=1.18, Synergy_Loewe=-0.781, Synergy_HSA=0.314.